From a dataset of Forward reaction prediction with 1.9M reactions from USPTO patents (1976-2016). Predict the product of the given reaction. (1) Given the reactants [CH:1]([C:4]1[C:5]([O:17][CH2:18][O:19][CH3:20])=[CH:6][C:7]([O:13][CH2:14][O:15][CH3:16])=[C:8]([CH:12]=1)[C:9]([OH:11])=O)([CH3:3])[CH3:2].[CH3:21][O:22][C:23]1[CH:28]=[CH:27][C:26]([NH:29][NH:30][C:31]([NH2:33])=[S:32])=[CH:25][CH:24]=1.O.ON1C2C=CC=CC=2N=N1.CN(C)CCCN=C=NCC.[Cl-].[Na+], predict the reaction product. The product is: [CH3:21][O:22][C:23]1[CH:24]=[CH:25][C:26]([N:29]([C:9](=[O:11])[C:8]2[CH:12]=[C:4]([CH:1]([CH3:2])[CH3:3])[C:5]([O:17][CH2:18][O:19][CH3:20])=[CH:6][C:7]=2[O:13][CH2:14][O:15][CH3:16])[NH:30][C:31]([NH2:33])=[S:32])=[CH:27][CH:28]=1. (2) Given the reactants [CH2:1]([C:3]1[N:4]([CH2:16][CH2:17][CH2:18][CH2:19][NH:20][CH:21]2[CH2:26][CH2:25][O:24][CH2:23][CH2:22]2)[C:5]2[C:14]3[CH:13]=[CH:12][CH:11]=[CH:10][C:9]=3[N:8]=[CH:7][C:6]=2[N:15]=1)[CH3:2].C(N(CC)CC)C.[C:34]([O:38][C:39](O[C:39]([O:38][C:34]([CH3:37])([CH3:36])[CH3:35])=[O:40])=[O:40])([CH3:37])([CH3:36])[CH3:35], predict the reaction product. The product is: [C:34]([O:38][C:39](=[O:40])[N:20]([CH2:19][CH2:18][CH2:17][CH2:16][N:4]1[C:5]2[C:14]3[CH:13]=[CH:12][CH:11]=[CH:10][C:9]=3[N:8]=[CH:7][C:6]=2[N:15]=[C:3]1[CH2:1][CH3:2])[CH:21]1[CH2:26][CH2:25][O:24][CH2:23][CH2:22]1)([CH3:37])([CH3:36])[CH3:35]. (3) Given the reactants [C:1]([N:4]([CH2:38][C@@H:39]1[O:43][C:42](=[O:44])[N:41]([C:45]2[CH:50]=[CH:49][C:48]([N:51]3[CH2:58][C:57]4[C:53](=[N:54][N:55]([CH3:59])[CH:56]=4)[CH2:52]3)=[C:47]([F:60])[CH:46]=2)[CH2:40]1)[C:5]([O:7][CH2:8][O:9][C:10](=[O:37])[C:11]1[CH:16]=[CH:15][C:14]([CH2:17][O:18][P:19]([O:29]CC2C=CC=CC=2)([O:21]CC2C=CC=CC=2)=[O:20])=[CH:13][CH:12]=1)=[O:6])(=[O:3])[CH3:2], predict the reaction product. The product is: [C:1]([N:4]([CH2:38][C@@H:39]1[O:43][C:42](=[O:44])[N:41]([C:45]2[CH:50]=[CH:49][C:48]([N:51]3[CH2:58][C:57]4[C:53](=[N:54][N:55]([CH3:59])[CH:56]=4)[CH2:52]3)=[C:47]([F:60])[CH:46]=2)[CH2:40]1)[C:5]([O:7][CH2:8][O:9][C:10](=[O:37])[C:11]1[CH:16]=[CH:15][C:14]([CH2:17][O:18][P:19]([OH:29])([OH:21])=[O:20])=[CH:13][CH:12]=1)=[O:6])(=[O:3])[CH3:2]. (4) Given the reactants [N:1]12[CH2:8][CH2:7][CH:4]([CH2:5][CH2:6]1)[C@@H:3]([O:9][C:10](=[O:25])[C:11]([F:24])([C:18]1[CH:23]=[CH:22][CH:21]=[CH:20][CH:19]=1)[C:12]1[CH:17]=[CH:16][CH:15]=[CH:14][CH:13]=1)[CH2:2]2.[C:26]1([O:32][C:33](=[O:36])[CH2:34][Br:35])[CH:31]=[CH:30][CH:29]=[CH:28][CH:27]=1, predict the reaction product. The product is: [Br-:35].[F:24][C:11]([C:12]1[CH:17]=[CH:16][CH:15]=[CH:14][CH:13]=1)([C:18]1[CH:23]=[CH:22][CH:21]=[CH:20][CH:19]=1)[C:10]([O:9][C@@H:3]1[CH:4]2[CH2:5][CH2:6][N+:1]([CH2:34][C:33]([O:32][C:26]3[CH:31]=[CH:30][CH:29]=[CH:28][CH:27]=3)=[O:36])([CH2:8][CH2:7]2)[CH2:2]1)=[O:25]. (5) Given the reactants [Br:1][C:2]1[C:10]2[S:9][N:8]=[N:7][C:6]=2[CH:5]=[C:4](I)[CH:3]=1.[F:12][C:13]1[CH:14]=[C:15](B(O)O)[CH:16]=[CH:17][CH:18]=1.C(=O)([O-])[O-].[K+].[K+].O1CCOCC1, predict the reaction product. The product is: [Br:1][C:2]1[C:10]2[S:9][N:8]=[N:7][C:6]=2[CH:5]=[C:4]([C:17]2[CH:16]=[CH:15][CH:14]=[C:13]([F:12])[CH:18]=2)[CH:3]=1. (6) Given the reactants [CH3:1][CH:2]1[O:7][CH:6]([CH3:8])[CH2:5][N:4]([C:9](=[O:41])[CH2:10][N:11]2[C:15]3=[N:16][C:17]([C:25]4[S:26][C:27]([CH2:30][C:31]5[CH:36]=[CH:35][C:34]([F:37])=[CH:33][C:32]=5[S:38]([CH3:40])=O)=[CH:28][N:29]=4)=[C:18]([O:21]C(=O)C)[C:19](=[O:20])[N:14]3[CH:13]=[CH:12]2)[CH2:3]1.C([O-])([O-])=O.[K+].[K+].O, predict the reaction product. The product is: [CH3:8][CH:6]1[O:7][CH:2]([CH3:1])[CH2:3][N:4]([C:9](=[O:41])[CH2:10][N:11]2[C:15]3=[N:16][C:17]([C:25]4[S:26][C:27]([CH2:30][C:31]5[CH:36]=[CH:35][C:34]([F:37])=[CH:33][C:32]=5[S:38][CH3:40])=[CH:28][N:29]=4)=[C:18]([OH:21])[C:19](=[O:20])[N:14]3[CH:13]=[CH:12]2)[CH2:5]1. (7) Given the reactants [F:1][C:2]1[CH:3]=[C:4]([C:10]2[CH:11]=[CH:12][C:13]3[N:14]([C:16]([CH2:19]O)=[CH:17][N:18]=3)[N:15]=2)[CH:5]=[C:6]([F:9])[C:7]=1[F:8].C([N:23](CC)CC)C.N([Na])=[N+]=[N-].CP(C)C.C1COCC1, predict the reaction product. The product is: [F:1][C:2]1[CH:3]=[C:4]([C:10]2[CH:11]=[CH:12][C:13]3[N:14]([C:16]([CH2:19][NH2:23])=[CH:17][N:18]=3)[N:15]=2)[CH:5]=[C:6]([F:9])[C:7]=1[F:8].